This data is from Forward reaction prediction with 1.9M reactions from USPTO patents (1976-2016). The task is: Predict the product of the given reaction. Given the reactants [CH2:1]([O:3][C@H:4]([CH2:10][C:11]1[CH:16]=[CH:15][C:14]([O:17][CH2:18][C:19]([C:21]2[CH:26]=[CH:25][CH:24]=[C:23]([O:27][CH3:28])[CH:22]=2)=[O:20])=[CH:13][CH:12]=1)[C:5]([O:7]CC)=[O:6])[CH3:2].[Li+].[OH-].O.Cl, predict the reaction product. The product is: [CH2:1]([O:3][C@H:4]([CH2:10][C:11]1[CH:16]=[CH:15][C:14]([O:17][CH2:18][C:19]([C:21]2[CH:26]=[CH:25][CH:24]=[C:23]([O:27][CH3:28])[CH:22]=2)=[O:20])=[CH:13][CH:12]=1)[C:5]([OH:7])=[O:6])[CH3:2].